From a dataset of Full USPTO retrosynthesis dataset with 1.9M reactions from patents (1976-2016). Predict the reactants needed to synthesize the given product. (1) Given the product [CH3:34][C:33]([CH3:36])([CH3:35])[C:32]([O:38][CH2:39][O:31][C:7](=[O:6])[C:8]([NH:29][NH2:30])([CH3:28])[CH2:9][C:10]1[CH:15]=[CH:14][C:13]([O:16][C:17]([O:19][CH2:20][CH3:21])=[O:18])=[C:12]([O:22][C:23]([O:25][CH2:26][CH3:27])=[O:24])[CH:11]=1)=[O:37], predict the reactants needed to synthesize it. The reactants are: C(OC[O:6][C:7](=[O:31])[C:8]([NH:29][NH2:30])([CH3:28])[CH2:9][C:10]1[CH:15]=[CH:14][C:13]([O:16][C:17]([O:19][CH2:20][CH3:21])=[O:18])=[C:12]([O:22][C:23]([O:25][CH2:26][CH3:27])=[O:24])[CH:11]=1)(=O)C.[C:32]([O:38][CH2:39]I)(=[O:37])[C:33]([CH3:36])([CH3:35])[CH3:34]. (2) Given the product [NH2:1][C:2]1[N:7]=[C:6]([N:8]2[CH2:22][CH2:21][C:11]3([CH2:15][N:14]([C:47]([O:46][C:43]([CH3:45])([CH3:44])[CH3:42])=[O:48])[C@H:13]([C:16]([O:18][CH2:19][CH3:20])=[O:17])[CH2:12]3)[CH2:10][CH2:9]2)[CH:5]=[C:4]([O:23][C@H:24]([C:29]2[CH:34]=[CH:33][C:32]([Br:35])=[CH:31][C:30]=2[C:36]2[CH:41]=[CH:40][CH:39]=[CH:38][CH:37]=2)[C:25]([F:28])([F:27])[F:26])[N:3]=1, predict the reactants needed to synthesize it. The reactants are: [NH2:1][C:2]1[N:7]=[C:6]([N:8]2[CH2:22][CH2:21][C:11]3([CH2:15][NH:14][C@H:13]([C:16]([O:18][CH2:19][CH3:20])=[O:17])[CH2:12]3)[CH2:10][CH2:9]2)[CH:5]=[C:4]([O:23][C@H:24]([C:29]2[CH:34]=[CH:33][C:32]([Br:35])=[CH:31][C:30]=2[C:36]2[CH:41]=[CH:40][CH:39]=[CH:38][CH:37]=2)[C:25]([F:28])([F:27])[F:26])[N:3]=1.[CH3:42][C:43]([O:46][C:47](O[C:47]([O:46][C:43]([CH3:45])([CH3:44])[CH3:42])=[O:48])=[O:48])([CH3:45])[CH3:44].CCN(CC)CC. (3) Given the product [CH3:1][O:2][C:3]1[CH:8]=[CH:7][C:6]([C:9]2[O:13][C:12]([CH3:14])=[C:11]([CH:15]([NH:20][C:21]3[CH:22]=[CH:23][C:24]([C:27]([N:29]([CH3:37])[CH2:30][CH2:31][C:32]([OH:34])=[O:33])=[O:28])=[CH:25][CH:26]=3)[CH2:16][CH:17]([CH3:19])[CH3:18])[CH:10]=2)=[CH:5][CH:4]=1, predict the reactants needed to synthesize it. The reactants are: [CH3:1][O:2][C:3]1[CH:8]=[CH:7][C:6]([C:9]2[O:13][C:12]([CH3:14])=[C:11]([CH:15]([NH:20][C:21]3[CH:26]=[CH:25][C:24]([C:27]([N:29]([CH3:37])[CH2:30][CH2:31][C:32]([O:34]CC)=[O:33])=[O:28])=[CH:23][CH:22]=3)[CH2:16][CH:17]([CH3:19])[CH3:18])[CH:10]=2)=[CH:5][CH:4]=1. (4) The reactants are: [Cl:1][C:2]1[CH:7]=[CH:6][C:5]([NH2:8])=[CH:4][C:3]=1[C:9]1[O:10][C:11]2[CH:17]=[CH:16][C:15]([CH3:18])=[CH:14][C:12]=2[N:13]=1.[Cl:19][C:20]1[C:21]([CH3:30])=[C:22]([S:26](Cl)(=[O:28])=[O:27])[CH:23]=[CH:24][CH:25]=1. Given the product [Cl:19][C:20]1[C:21]([CH3:30])=[C:22]([S:26]([NH:8][C:5]2[CH:6]=[CH:7][C:2]([Cl:1])=[C:3]([C:9]3[O:10][C:11]4[CH:17]=[CH:16][C:15]([CH3:18])=[CH:14][C:12]=4[N:13]=3)[CH:4]=2)(=[O:28])=[O:27])[CH:23]=[CH:24][CH:25]=1, predict the reactants needed to synthesize it.